From a dataset of Reaction yield outcomes from USPTO patents with 853,638 reactions. Predict the reaction yield, written as a fraction of the theoretical maximum amount of product (1.0 means a 100% yield; for example, 0.34 means a 34% yield). (1) The reactants are BrCCBr.C[Si](Cl)(C)C.[CH3:10][O:11][C:12](=[O:21])/[C:13](/I)=[CH:14]\[CH:15]1[CH2:19][CH2:18][CH2:17][CH2:16]1.C1(P(C2C=CC=CC=2)C2C=CC=CC=2)C=CC=CC=1.[F:41][C:42]1[CH:47]=[C:46](I)[CH:45]=[CH:44][C:43]=1[N:49]1[C:53]([CH3:54])=[N:52][N:51]=[N:50]1.[Cl-].[NH4+]. The catalyst is O1CCCC1.[Zn].C1C=CC(/C=C/C(/C=C/C2C=CC=CC=2)=O)=CC=1.C1C=CC(/C=C/C(/C=C/C2C=CC=CC=2)=O)=CC=1.[Pd]. The product is [CH3:10][O:11][C:12](=[O:21])/[C:13](/[C:46]1[CH:45]=[CH:44][C:43]([N:49]2[C:53]([CH3:54])=[N:52][N:51]=[N:50]2)=[C:42]([F:41])[CH:47]=1)=[CH:14]/[CH:15]1[CH2:19][CH2:18][CH2:17][CH2:16]1. The yield is 0.680. (2) The reactants are S(C)C.[CH:4]1([N:9]2[C:18]3[N:17]=[C:16]([NH:19][C:20]4[CH:35]=[CH:34][C:23]([C:24]([NH:26][CH:27]5[CH2:32][CH2:31][N:30]([CH3:33])[CH2:29][CH2:28]5)=[O:25])=[CH:22][C:21]=4[O:36][CH3:37])[N:15]=[CH:14][C:13]=3[N:12]([CH3:38])[C:11](=O)[C@H:10]2[CH2:40][CH3:41])[CH2:8][CH2:7][CH2:6][CH2:5]1.Cl. The catalyst is C1COCC1.O. The product is [NH3:9].[CH:4]1([N:9]2[C:18]3[N:17]=[C:16]([NH:19][C:20]4[CH:35]=[CH:34][C:23]([C:24]([NH:26][CH:27]5[CH2:32][CH2:31][N:30]([CH3:33])[CH2:29][CH2:28]5)=[O:25])=[CH:22][C:21]=4[O:36][CH3:37])[N:15]=[CH:14][C:13]=3[N:12]([CH3:38])[CH2:11][C@H:10]2[CH2:40][CH3:41])[CH2:8][CH2:7][CH2:6][CH2:5]1. The yield is 0.0100. (3) The reactants are [Cl:1][C:2]1[CH:7]=[C:6]([Cl:8])[CH:5]=[C:4]([Cl:9])[C:3]=1[C:10]1[C:18]2[O:17][CH:16]([CH2:19][OH:20])[CH2:15][C:14]=2[CH:13]=[CH:12][CH:11]=1.[C:21]1([CH3:31])[CH:26]=[CH:25][C:24]([S:27](Cl)(=[O:29])=[O:28])=[CH:23][CH:22]=1. No catalyst specified. The product is [CH3:31][C:21]1[CH:26]=[CH:25][C:24]([S:27]([O:20][CH2:19][CH:16]2[CH2:15][C:14]3[CH:13]=[CH:12][CH:11]=[C:10]([C:3]4[C:4]([Cl:9])=[CH:5][C:6]([Cl:8])=[CH:7][C:2]=4[Cl:1])[C:18]=3[O:17]2)(=[O:29])=[O:28])=[CH:23][CH:22]=1. The yield is 0.680. (4) The product is [CH3:1][C:2]1[CH:3]=[CH:4][C:5]([S:8]([NH:11][C@H:12]([C:20]([NH:48][C:47]#[N:46])=[N:22][CH2:23][CH2:24][CH2:25][CH2:26][C@H:27]([N:31]([S:36]([C:39]2[CH:40]=[CH:41][C:42]([CH3:45])=[CH:43][CH:44]=2)(=[O:37])=[O:38])[CH2:32][CH:33]([CH3:34])[CH3:35])[C:28]([OH:30])=[O:29])[CH2:13][C:14]2[CH:15]=[CH:16][CH:17]=[CH:18][CH:19]=2)(=[O:9])=[O:10])=[CH:6][CH:7]=1. The catalyst is CO.[NH4+].[Cl-]. The yield is 0.570. The reactants are [CH3:1][C:2]1[CH:7]=[CH:6][C:5]([S:8]([NH:11][C@H:12]([C:20]([NH:22][CH2:23][CH2:24][CH2:25][CH2:26][C@H:27]([N:31]([S:36]([C:39]2[CH:44]=[CH:43][C:42]([CH3:45])=[CH:41][CH:40]=2)(=[O:38])=[O:37])[CH2:32][CH:33]([CH3:35])[CH3:34])[C:28]([OH:30])=[O:29])=S)[CH2:13][C:14]2[CH:19]=[CH:18][CH:17]=[CH:16][CH:15]=2)(=[O:10])=[O:9])=[CH:4][CH:3]=1.[N:46]#[C:47][NH2:48]. (5) The reactants are [N:1]1([C:6]([O:8][C:9]([CH3:12])([CH3:11])[CH3:10])=[O:7])[CH2:5][CH2:4][CH2:3][CH2:2]1.C1C[C@H]2N(C[C@H]3[C@@H]4CCCCN4C[C@@H]2C3)CC1.[Li]C(CC)C.Br[C:36]1[CH:41]=[C:40]([F:42])[CH:39]=[CH:38][C:37]=1[F:43].[NH4+].[OH-]. The catalyst is CC(OC)(C)C.[Cl-].[Cl-].[Zn+2].CC([O-])=O.CC([O-])=O.[Pd+2].P(C(C)(C)C)(C(C)(C)C)C(C)(C)C.[H+].[B-](F)(F)(F)F. The product is [F:42][C:40]1[CH:41]=[CH:36][C:37]([F:43])=[CH:38][C:39]=1[C@H:2]1[CH2:3][CH2:4][CH2:5][N:1]1[C:6]([O:8][C:9]([CH3:12])([CH3:11])[CH3:10])=[O:7]. The yield is 0.720. (6) The catalyst is C1COCC1. The reactants are CC1(C)CCCC(C)(C)N1.[Li]CCCC.[Cl:16][C:17]1[CH:22]=[CH:21][C:20]([N:23]2[CH:27]=[CH:26][CH:25]=[N:24]2)=[CH:19][CH:18]=1.[Sn:28](Cl)([CH2:37][CH2:38][CH2:39][CH3:40])([CH2:33][CH2:34][CH2:35][CH3:36])[CH2:29][CH2:30][CH2:31][CH3:32]. The product is [Cl:16][C:17]1[CH:18]=[CH:19][C:20]([N:23]2[C:27]([Sn:28]([CH2:33][CH2:34][CH2:35][CH3:36])([CH2:37][CH2:38][CH2:39][CH3:40])[CH2:29][CH2:30][CH2:31][CH3:32])=[CH:26][CH:25]=[N:24]2)=[CH:21][CH:22]=1. The yield is 0.400. (7) The reactants are [CH:1]1([C:4]2[C:13]3[C:8](=[CH:9][CH:10]=[CH:11][CH:12]=3)[C:7]([NH2:14])=[CH:6][CH:5]=2)[CH2:3][CH2:2]1.C(=O)(O)[O-].[Na+].[C:20](Cl)(Cl)=[S:21]. The catalyst is ClCCl. The product is [CH:1]1([C:4]2[C:13]3[C:8](=[CH:9][CH:10]=[CH:11][CH:12]=3)[C:7]([N:14]=[C:20]=[S:21])=[CH:6][CH:5]=2)[CH2:3][CH2:2]1. The yield is 0.990. (8) The reactants are C[Si](C)(C)[C:3]1[S:4][CH:5]=[CH:6][N:7]=1.[Li]CCCC.[F:15][C:16]1[CH:23]=[CH:22][C:19]([CH:20]=[O:21])=[CH:18][CH:17]=1.[Cl-].[NH4+]. The catalyst is C1COCC1.CCOC(C)=O. The product is [F:15][C:16]1[CH:23]=[CH:22][C:19]([CH:20]([C:5]2[S:4][CH:3]=[N:7][CH:6]=2)[OH:21])=[CH:18][CH:17]=1. The yield is 0.500.